From a dataset of NCI-60 drug combinations with 297,098 pairs across 59 cell lines. Regression. Given two drug SMILES strings and cell line genomic features, predict the synergy score measuring deviation from expected non-interaction effect. (1) Drug 1: C#CCC(CC1=CN=C2C(=N1)C(=NC(=N2)N)N)C3=CC=C(C=C3)C(=O)NC(CCC(=O)O)C(=O)O. Drug 2: CC12CCC3C(C1CCC2OP(=O)(O)O)CCC4=C3C=CC(=C4)OC(=O)N(CCCl)CCCl.[Na+]. Cell line: SNB-19. Synergy scores: CSS=27.4, Synergy_ZIP=1.80, Synergy_Bliss=7.17, Synergy_Loewe=4.40, Synergy_HSA=4.27. (2) Drug 1: CC(CN1CC(=O)NC(=O)C1)N2CC(=O)NC(=O)C2. Drug 2: CN1C2=C(C=C(C=C2)N(CCCl)CCCl)N=C1CCCC(=O)O.Cl. Cell line: MCF7. Synergy scores: CSS=24.3, Synergy_ZIP=-8.87, Synergy_Bliss=-1.23, Synergy_Loewe=-2.37, Synergy_HSA=0.915. (3) Drug 1: CC1=C2C(C(=O)C3(C(CC4C(C3C(C(C2(C)C)(CC1OC(=O)C(C(C5=CC=CC=C5)NC(=O)OC(C)(C)C)O)O)OC(=O)C6=CC=CC=C6)(CO4)OC(=O)C)OC)C)OC. Drug 2: N.N.Cl[Pt+2]Cl. Cell line: COLO 205. Synergy scores: CSS=58.3, Synergy_ZIP=8.15, Synergy_Bliss=4.01, Synergy_Loewe=-37.4, Synergy_HSA=0.660. (4) Drug 1: CCCCCOC(=O)NC1=NC(=O)N(C=C1F)C2C(C(C(O2)C)O)O. Drug 2: C1=CN(C=N1)CC(O)(P(=O)(O)O)P(=O)(O)O. Cell line: IGROV1. Synergy scores: CSS=-1.63, Synergy_ZIP=1.12, Synergy_Bliss=-0.358, Synergy_Loewe=-4.63, Synergy_HSA=-3.16. (5) Drug 1: CCC(=C(C1=CC=CC=C1)C2=CC=C(C=C2)OCCN(C)C)C3=CC=CC=C3.C(C(=O)O)C(CC(=O)O)(C(=O)O)O. Synergy scores: CSS=3.10, Synergy_ZIP=2.48, Synergy_Bliss=3.01, Synergy_Loewe=-1.64, Synergy_HSA=-4.10. Cell line: KM12. Drug 2: C(CN)CNCCSP(=O)(O)O. (6) Drug 1: C1=CC(=CC=C1CCCC(=O)O)N(CCCl)CCCl. Drug 2: CC(C1=C(C=CC(=C1Cl)F)Cl)OC2=C(N=CC(=C2)C3=CN(N=C3)C4CCNCC4)N. Cell line: RPMI-8226. Synergy scores: CSS=46.0, Synergy_ZIP=-1.38, Synergy_Bliss=-3.75, Synergy_Loewe=-7.61, Synergy_HSA=-7.17. (7) Drug 1: CC(C1=C(C=CC(=C1Cl)F)Cl)OC2=C(N=CC(=C2)C3=CN(N=C3)C4CCNCC4)N. Drug 2: CC(CN1CC(=O)NC(=O)C1)N2CC(=O)NC(=O)C2. Cell line: HL-60(TB). Synergy scores: CSS=72.3, Synergy_ZIP=11.5, Synergy_Bliss=12.7, Synergy_Loewe=10.4, Synergy_HSA=10.9.